From a dataset of Forward reaction prediction with 1.9M reactions from USPTO patents (1976-2016). Predict the product of the given reaction. (1) Given the reactants [OH:1][C:2]1[C:3]([C:8]([O:10][CH3:11])=[O:9])=[N:4][CH:5]=[CH:6][CH:7]=1.[Br:12]Br.CCOCC, predict the reaction product. The product is: [Br:12][C:5]1[N:4]=[C:3]([C:8]([O:10][CH3:11])=[O:9])[C:2]([OH:1])=[CH:7][CH:6]=1. (2) Given the reactants [N+:1]([C:3]1[CH:4]=[C:5]2[C:9](=[CH:10][CH:11]=1)[C:8](=O)[CH2:7][CH2:6]2)#[C-:2].[Si:13]([O:20][NH2:21])([C:16]([CH3:19])([CH3:18])[CH3:17])([CH3:15])[CH3:14].S(O)(C1C=CC(C)=CC=1)(=O)=O.O, predict the reaction product. The product is: [Si:13]([O:20][N:21]=[C:8]1[C:9]2[C:5](=[CH:4][C:3]([N+:1]#[C-:2])=[CH:11][CH:10]=2)[CH2:6][CH2:7]1)([C:16]([CH3:19])([CH3:18])[CH3:17])([CH3:15])[CH3:14]. (3) Given the reactants CCN(CC)CC.Br[C:9]1[CH:31]=[CH:30][CH:29]=[CH:28][C:10]=1[NH:11][C:12]1[CH:17]=[CH:16][C:15]([CH2:18][CH2:19][CH2:20][CH2:21][CH2:22][CH2:23][CH2:24][CH2:25][CH2:26][CH3:27])=[CH:14][CH:13]=1.N#N.C(C1(CC)C2C=C([B:49]3[O:53][C:52]([CH3:55])([CH3:54])[C:51]([CH3:57])([CH3:56])[O:50]3)C=CC=2C2C1=CC([B:49]1[O:53][C:52]([CH3:55])([CH3:54])[C:51]([CH3:57])([CH3:56])[O:50]1)=CC=2)C, predict the reaction product. The product is: [CH2:18]([C:15]1[CH:16]=[CH:17][C:12]([NH:11][C:10]2[CH:28]=[CH:29][CH:30]=[CH:31][C:9]=2[B:49]2[O:53][C:52]([CH3:55])([CH3:54])[C:51]([CH3:57])([CH3:56])[O:50]2)=[CH:13][CH:14]=1)[CH2:19][CH2:20][CH2:21][CH2:22][CH2:23][CH2:24][CH2:25][CH2:26][CH3:27]. (4) Given the reactants [CH2:1]([C:5]1[CH:10]=[CH:9][C:8]([C:11]#[C:12][C:13]2[CH:31]=[CH:30][C:16]([CH2:17][NH:18][CH2:19][C:20]3[CH:29]=[CH:28][C:23]([C:24]([O:26][CH3:27])=[O:25])=[CH:22][CH:21]=3)=[CH:15][CH:14]=2)=[CH:7][CH:6]=1)[CH2:2][CH2:3][CH3:4].[C:32]([C:36]1[CH:44]=[CH:43][C:39]([C:40](Cl)=[O:41])=[CH:38][CH:37]=1)([CH3:35])([CH3:34])[CH3:33], predict the reaction product. The product is: [C:32]([C:36]1[CH:37]=[CH:38][C:39]([C:40]([N:18]([CH2:19][C:20]2[CH:29]=[CH:28][C:23]([C:24]([O:26][CH3:27])=[O:25])=[CH:22][CH:21]=2)[CH2:17][C:16]2[CH:15]=[CH:14][C:13]([C:12]#[C:11][C:8]3[CH:7]=[CH:6][C:5]([CH2:1][CH2:2][CH2:3][CH3:4])=[CH:10][CH:9]=3)=[CH:31][CH:30]=2)=[O:41])=[CH:43][CH:44]=1)([CH3:35])([CH3:33])[CH3:34]. (5) Given the reactants [CH3:1][S:2]([N:5]1[CH2:10][CH2:9][N:8]([C@@H:11]2[CH2:15][NH:14][C@H:13]([C:16]([NH:18][C:19]3[CH:31]=[CH:30][C:22]([C:23]([O:25][C:26]([CH3:29])([CH3:28])[CH3:27])=[O:24])=[CH:21][CH:20]=3)=[O:17])[CH2:12]2)[CH2:7][CH2:6]1)(=[O:4])=[O:3].[CH3:32][C:33]([O:36][C:37]([NH:39][C@H:40]([C@H:42]1[CH2:47][CH2:46][C@H:45]([C:48](O)=[O:49])[CH2:44][CH2:43]1)[CH3:41])=[O:38])([CH3:35])[CH3:34], predict the reaction product. The product is: [CH3:32][C:33]([O:36][C:37]([NH:39][C@H:40]([C@H:42]1[CH2:43][CH2:44][C@H:45]([C:48]([N:14]2[CH2:15][C@@H:11]([N:8]3[CH2:9][CH2:10][N:5]([S:2]([CH3:1])(=[O:4])=[O:3])[CH2:6][CH2:7]3)[CH2:12][C@H:13]2[C:16]([NH:18][C:19]2[CH:31]=[CH:30][C:22]([C:23]([O:25][C:26]([CH3:28])([CH3:27])[CH3:29])=[O:24])=[CH:21][CH:20]=2)=[O:17])=[O:49])[CH2:46][CH2:47]1)[CH3:41])=[O:38])([CH3:34])[CH3:35]. (6) Given the reactants [CH2:1]([CH2:3][NH2:4])[OH:2].[CH3:5][C:6]1[CH:7]=[C:8]([N:13]2[C:17](=[O:18])[C:16](=[N:19][NH:20][C:21]3[C:22]([OH:36])=[C:23]([C:27]4[CH:32]=[CH:31][CH:30]=[C:29]([C:33]([OH:35])=[O:34])[CH:28]=4)[CH:24]=[CH:25][CH:26]=3)[C:15]([CH3:37])=[N:14]2)[CH:9]=[CH:10][C:11]=1[CH3:12], predict the reaction product. The product is: [CH3:12][C:11]1[CH:10]=[CH:9][C:8]([N:13]2[N:14]=[C:15]([CH3:37])/[C:16](=[N:19]/[NH:20][C:21]3[CH:26]=[CH:25][CH:24]=[C:23]([C:27]4[CH:32]=[CH:31][CH:30]=[C:29]([C:33]([OH:35])=[O:34])[CH:28]=4)[C:22]=3[OH:36])/[C:17]2=[O:18])=[CH:7][C:6]=1[CH3:5].[CH2:3]([NH2:4])[CH2:1][OH:2]. (7) Given the reactants [Cl:1][C:2]1[CH:3]=[C:4]([CH:8]([C:20]2([OH:26])[CH2:25][CH2:24][CH2:23][CH2:22][CH2:21]2)[C:9]([N:11]2[CH2:16][CH2:15][N:14](C([O-])=O)[CH2:13][CH2:12]2)=O)[CH:5]=[CH:6][CH:7]=1.B.Cl.CO, predict the reaction product. The product is: [Cl:1][C:2]1[CH:3]=[C:4]([CH:8]([C:20]2([OH:26])[CH2:21][CH2:22][CH2:23][CH2:24][CH2:25]2)[CH2:9][N:11]2[CH2:16][CH2:15][NH:14][CH2:13][CH2:12]2)[CH:5]=[CH:6][CH:7]=1.